Dataset: Forward reaction prediction with 1.9M reactions from USPTO patents (1976-2016). Task: Predict the product of the given reaction. (1) Given the reactants [F:1][C:2]1[CH:8]=[CH:7][CH:6]=[C:5]([N+:9]([O-:11])=[O:10])[C:3]=1[NH2:4].CCN(C(C)C)C(C)C.[C:21](Cl)(=[O:23])[CH3:22], predict the reaction product. The product is: [F:1][C:2]1[CH:8]=[CH:7][CH:6]=[C:5]([N+:9]([O-:11])=[O:10])[C:3]=1[NH:4][C:21](=[O:23])[CH3:22]. (2) Given the reactants [OH:1][C@H:2]1[CH2:19][CH2:18][C@@:17]2([CH3:20])[C@@H:4]([CH2:5][CH2:6][C@:7]3([CH3:49])[C@@H:16]2[CH2:15][CH2:14][C@H:13]2[C@@:8]3([CH3:48])[CH2:9][CH2:10][C@@:11]3([C:27]([NH:29][CH2:30][CH2:31][CH:32]4[O:37][C:36]([CH3:39])([CH3:38])[O:35][CH:34]([CH2:40][C:41]([O:43][C:44]([CH3:47])([CH3:46])[CH3:45])=[O:42])[CH2:33]4)=[O:28])[CH2:23][CH2:22][C@@H:21]([C:24]([CH3:26])=[CH2:25])[C@@H:12]32)[C:3]1([CH3:51])[CH3:50].CC1C=CN=C(N)C=1C.[CH3:61][C:62]1([CH3:69])[CH2:66][C:65](=[O:67])[O:64][C:63]1=[O:68], predict the reaction product. The product is: [C:44]([O:43][C:41](=[O:42])[CH2:40][CH:34]1[O:35][C:36]([CH3:38])([CH3:39])[O:37][CH:32]([CH2:31][CH2:30][NH:29][C:27]([C@:11]23[CH2:23][CH2:22][C@@H:21]([C:24]([CH3:26])=[CH2:25])[C@@H:12]2[C@@H:13]2[C@@:8]([CH3:48])([CH2:9][CH2:10]3)[C@@:7]3([CH3:49])[C@@H:16]([C@:17]4([CH3:20])[C@@H:4]([CH2:5][CH2:6]3)[C:3]([CH3:51])([CH3:50])[C@@H:2]([O:1][C:65](=[O:67])[CH2:66][C:62]([CH3:69])([CH3:61])[C:63]([OH:68])=[O:64])[CH2:19][CH2:18]4)[CH2:15][CH2:14]2)=[O:28])[CH2:33]1)([CH3:47])([CH3:46])[CH3:45]. (3) Given the reactants [CH:1]([C:4]1[C:8]([CH2:9][CH2:10][CH2:11][CH2:12][OH:13])=[CH:7][N:6]([C:14]2[CH:19]=[CH:18][C:17]([C:20]([F:23])([F:22])[F:21])=[CH:16][N:15]=2)[N:5]=1)([CH3:3])[CH3:2].O[C:25]1[CH:26]=[C:27]([CH2:31][C:32]([O:34]C)=[O:33])[CH:28]=[CH:29][CH:30]=1.C(P(CCCC)CCCC)CCC.N(C(N1CCCCC1)=O)=NC(N1CCCCC1)=O.C(OC(C)C)(C)C.CCCCCC, predict the reaction product. The product is: [CH:1]([C:4]1[C:8]([CH2:9][CH2:10][CH2:11][CH2:12][O:13][C:25]2[CH:26]=[C:27]([CH2:31][C:32]([OH:34])=[O:33])[CH:28]=[CH:29][CH:30]=2)=[CH:7][N:6]([C:14]2[CH:19]=[CH:18][C:17]([C:20]([F:22])([F:21])[F:23])=[CH:16][N:15]=2)[N:5]=1)([CH3:3])[CH3:2]. (4) Given the reactants C([N:8]1[CH2:13][CH2:12][CH:11]([C:14](=[O:23])[CH2:15][C:16]2[CH:21]=[CH:20][CH:19]=[CH:18][C:17]=2[F:22])[CH2:10][CH2:9]1)C1C=CC=CC=1.[Cl:24]CCCl, predict the reaction product. The product is: [ClH:24].[F:22][C:17]1[CH:18]=[CH:19][CH:20]=[CH:21][C:16]=1[CH2:15][C:14]([CH:11]1[CH2:10][CH2:9][NH:8][CH2:13][CH2:12]1)=[O:23].